Dataset: Reaction yield outcomes from USPTO patents with 853,638 reactions. Task: Predict the reaction yield, written as a fraction of the theoretical maximum amount of product (1.0 means a 100% yield; for example, 0.34 means a 34% yield). (1) The reactants are Br[C:2]1[C:6]2[C:7]([NH2:11])=[N:8][CH:9]=[CH:10][C:5]=2[S:4][CH:3]=1.[O:12]([C:19]1[CH:24]=[CH:23][C:22](B(O)O)=[CH:21][CH:20]=1)[C:13]1[CH:18]=[CH:17][CH:16]=[CH:15][CH:14]=1.C([O-])([O-])=O.[Na+].[Na+].[Na+].[Cl-]. The catalyst is C1C=CC([P]([Pd]([P](C2C=CC=CC=2)(C2C=CC=CC=2)C2C=CC=CC=2)([P](C2C=CC=CC=2)(C2C=CC=CC=2)C2C=CC=CC=2)[P](C2C=CC=CC=2)(C2C=CC=CC=2)C2C=CC=CC=2)(C2C=CC=CC=2)C2C=CC=CC=2)=CC=1.O.CN(C=O)C. The product is [O:12]([C:19]1[CH:20]=[CH:21][C:22]([C:2]2[C:6]3[C:7]([NH2:11])=[N:8][CH:9]=[CH:10][C:5]=3[S:4][CH:3]=2)=[CH:23][CH:24]=1)[C:13]1[CH:18]=[CH:17][CH:16]=[CH:15][CH:14]=1. The yield is 0.750. (2) The reactants are [F:1][C:2]([F:32])([F:31])[C:3]1[CH:8]=[CH:7][N:6]=[C:5]([NH:9][C:10]2[CH:11]=[C:12]([C:16]3[S:20][C:19]([C@H:21]4[CH2:26][CH2:25][C@H:24]([C:27]([O:29]C)=[O:28])[CH2:23][CH2:22]4)=[N:18][CH:17]=3)[CH:13]=[CH:14][CH:15]=2)[N:4]=1.[Li+].[OH-].Cl.CCOCC. The catalyst is O1CCCC1.CO. The product is [F:32][C:2]([F:1])([F:31])[C:3]1[CH:8]=[CH:7][N:6]=[C:5]([NH:9][C:10]2[CH:11]=[C:12]([C:16]3[S:20][C:19]([C@H:21]4[CH2:22][CH2:23][C@H:24]([C:27]([OH:29])=[O:28])[CH2:25][CH2:26]4)=[N:18][CH:17]=3)[CH:13]=[CH:14][CH:15]=2)[N:4]=1. The yield is 0.430. (3) The reactants are [Br:1][C:2]1[CH:3]=[CH:4][C:5]2[C:6](=[CH:8][N:9]([CH2:11][C:12](=[O:14])[CH3:13])[N:10]=2)[N:7]=1.ClCC(=O)C.C(=O)([O-])[O-].[K+].[K+].[Br:26][C:27]1[N:32]=[C:31]2[CH:33]=[N:34][NH:35][C:30]2=[CH:29][CH:28]=1.[NH2:36]C1C(C)=NC(Br)=CC=1.[Br:45][C:46]1[N:51]=[C:50]([CH3:52])[C:49]([N+:53]([O-])=O)=[CH:48][CH:47]=1. The catalyst is CC(=O)OCC.CCCCCCC. The product is [NH2:36][C:12]([CH3:13])([CH2:11][N:9]1[CH:8]=[C:6]2[N:7]=[C:2]([Br:1])[CH:3]=[CH:4][C:5]2=[N:10]1)[C:31]#[N:32].[Br:1][C:2]1[CH:3]=[CH:4][C:5]2[C:6](=[CH:8][N:9]([CH2:11][C:12](=[O:14])[CH3:13])[N:10]=2)[N:7]=1.[Br:26][C:27]1[N:32]=[C:31]2[CH:33]=[N:34][NH:35][C:30]2=[CH:29][CH:28]=1.[NH2:53][C:49]1[C:50]([CH3:52])=[N:51][C:46]([Br:45])=[CH:47][CH:48]=1. The yield is 0.730. (4) The reactants are [F:1][C:2]1[C:3]([CH2:21]O)=[N:4][CH:5]=[C:6]([CH:8]2[CH2:13][CH2:12][N:11]([C:14]([O:16][C:17]([CH3:20])([CH3:19])[CH3:18])=[O:15])[CH2:10][CH2:9]2)[CH:7]=1.[NH:23]1[C:31]2[C:26](=[CH:27][C:28]([C:32]([O:34][CH3:35])=[O:33])=[CH:29][CH:30]=2)[CH:25]=[CH:24]1. No catalyst specified. The product is [F:1][C:2]1[C:3]([CH2:21][N:23]2[C:31]3[C:26](=[CH:27][C:28]([C:32]([O:34][CH3:35])=[O:33])=[CH:29][CH:30]=3)[CH:25]=[CH:24]2)=[N:4][CH:5]=[C:6]([CH:8]2[CH2:9][CH2:10][N:11]([C:14]([O:16][C:17]([CH3:20])([CH3:19])[CH3:18])=[O:15])[CH2:12][CH2:13]2)[CH:7]=1. The yield is 0.560. (5) The product is [F:25][C:26]1[CH:34]=[CH:33][C:29]([C:30]([NH:21][C:16]2[C:17]([CH3:20])=[C:18]([CH3:19])[C:13]3[O:12][C:11]([CH3:24])([CH3:23])[CH:10]([C:7]4[CH:8]=[CH:9][C:4]([CH:1]([CH3:3])[CH3:2])=[CH:5][CH:6]=4)[C:14]=3[C:15]=2[CH3:22])=[O:31])=[CH:28][CH:27]=1. The yield is 0.650. No catalyst specified. The reactants are [CH:1]([C:4]1[CH:9]=[CH:8][C:7]([CH:10]2[C:14]3[C:15]([CH3:22])=[C:16]([NH2:21])[C:17]([CH3:20])=[C:18]([CH3:19])[C:13]=3[O:12][C:11]2([CH3:24])[CH3:23])=[CH:6][CH:5]=1)([CH3:3])[CH3:2].[F:25][C:26]1[CH:34]=[CH:33][C:29]([C:30](Cl)=[O:31])=[CH:28][CH:27]=1. (6) The reactants are CO[C:3](=[O:23])[C:4]1[CH:9]=[CH:8][CH:7]=[CH:6][C:5]=1[NH:10][C:11](=[O:22])[CH:12]([C:14]1[CH:19]=[CH:18][C:17]([O:20][CH3:21])=[CH:16][CH:15]=1)[CH3:13].[Li+].C[Si]([N-][Si](C)(C)C)(C)C.CCCCCC. The catalyst is CCOC(C)=O. The product is [CH3:21][O:20][C:17]1[CH:16]=[CH:15][C:14]([C:12]2([CH3:13])[C:3](=[O:23])[C:4]3[C:5](=[CH:6][CH:7]=[CH:8][CH:9]=3)[NH:10][C:11]2=[O:22])=[CH:19][CH:18]=1. The yield is 0.570. (7) The reactants are Cl[CH2:2][C:3]([NH:5][C:6]1[S:7][C:8]([C:16]([C:18]2[CH:23]=[CH:22][CH:21]=[CH:20][N:19]=2)=[O:17])=[C:9]([C:11]2[O:12][CH:13]=[CH:14][CH:15]=2)[N:10]=1)=[O:4].[N:24]1[CH:29]=[CH:28][CH:27]=[N:26][C:25]=1[N:30]1[CH2:35][CH2:34][NH:33][CH2:32][CH2:31]1.O.C(=O)(O)[O-].[Na+]. The catalyst is C1COCC1. The product is [O:12]1[CH:13]=[CH:14][CH:15]=[C:11]1[C:9]1[N:10]=[C:6]([NH:5][C:3](=[O:4])[CH2:2][N:33]2[CH2:34][CH2:35][N:30]([C:25]3[N:24]=[CH:29][CH:28]=[CH:27][N:26]=3)[CH2:31][CH2:32]2)[S:7][C:8]=1[C:16]([C:18]1[CH:23]=[CH:22][CH:21]=[CH:20][N:19]=1)=[O:17]. The yield is 0.840.